Dataset: Forward reaction prediction with 1.9M reactions from USPTO patents (1976-2016). Task: Predict the product of the given reaction. (1) Given the reactants OC1C(C)=CC(N)=CC=1C.[OH:11][C:12]1[C:13]([CH3:24])=[C:14]2[C:18](=[CH:19][C:20]=1[CH3:21])[NH:17][C:16](=[O:22])[C:15]2=[O:23].[CH:25]1[C:30]([NH:31][NH2:32])=[CH:29][CH:28]=[C:27]([S:33]([NH2:36])(=[O:35])=[O:34])[CH:26]=1.Cl, predict the reaction product. The product is: [OH:11][C:12]1[C:13]([CH3:24])=[C:14]2[C:18](=[CH:19][C:20]=1[CH3:21])[NH:17][C:16](=[O:22])[C:15]2=[O:23].[OH:11][C:12]1[C:13]([CH3:24])=[C:14]2[C:18](=[CH:19][C:20]=1[CH3:21])[NH:17][C:16](=[O:22])[C:15]2=[N:32][NH:31][C:30]1[CH:29]=[CH:28][C:27]([S:33]([NH2:36])(=[O:34])=[O:35])=[CH:26][CH:25]=1. (2) Given the reactants [C:1]1([S:7]([N:10]2[CH:14]=[CH:13][C:12]([NH2:15])=[CH:11]2)(=[O:9])=[O:8])[CH:6]=[CH:5][CH:4]=[CH:3][CH:2]=1.C(N(C(C)C)CC)(C)C.Cl.[N:26]1[CH:31]=[CH:30][CH:29]=[CH:28][C:27]=1[C:32](Cl)=[O:33], predict the reaction product. The product is: [C:1]1([S:7]([N:10]2[CH:14]=[CH:13][C:12]([NH:15][C:32](=[O:33])[C:27]3[CH:28]=[CH:29][CH:30]=[CH:31][N:26]=3)=[CH:11]2)(=[O:8])=[O:9])[CH:6]=[CH:5][CH:4]=[CH:3][CH:2]=1. (3) Given the reactants [C:1]([C:5]1[CH:10]=[CH:9][C:8]([C:11]2[N:15]([CH2:16][C:17]3[CH:22]=[CH:21][C:20]([F:23])=[CH:19][CH:18]=3)[CH:14]=[N:13][N:12]=2)=[CH:7][CH:6]=1)([CH3:4])([CH3:3])[CH3:2].C([Li])CCC.CN([CH:32]=[O:33])C, predict the reaction product. The product is: [C:1]([C:5]1[CH:6]=[CH:7][C:8]([C:11]2[N:15]([CH2:16][C:17]3[CH:18]=[CH:19][C:20]([F:23])=[CH:21][CH:22]=3)[C:14]([CH:32]=[O:33])=[N:13][N:12]=2)=[CH:9][CH:10]=1)([CH3:4])([CH3:2])[CH3:3]. (4) Given the reactants [CH:1](OCC)(OCC)OCC.[NH:11]1[C:15]2[CH:16]=[CH:17][C:18]([C:20]([N:22]3[CH2:29][CH2:28][C@:27]4([CH3:32])[C@H:30]([CH3:31])[C@H:23]3[CH2:24][C:25]3[CH:36]=[CH:35][C:34]([C:37]([NH:39][OH:40])=[NH:38])=[CH:33][C:26]=34)=[O:21])=[CH:19][C:14]=2[N:13]=[CH:12]1, predict the reaction product. The product is: [NH:11]1[C:15]2[CH:16]=[CH:17][C:18]([C:20]([N:22]3[CH2:29][CH2:28][C@:27]4([CH3:32])[C@H:30]([CH3:31])[C@H:23]3[CH2:24][C:25]3[CH:36]=[CH:35][C:34]([C:37]5[N:38]=[CH:1][O:40][N:39]=5)=[CH:33][C:26]=34)=[O:21])=[CH:19][C:14]=2[N:13]=[CH:12]1. (5) Given the reactants [Cl:1][C:2]1[CH:11]=[CH:10][C:9]2[NH:8][C:7](=[O:12])[CH:6]3[CH2:13][CH:14]4[CH2:15][CH2:16][O:17][C:5]34[C:4]=2[CH:3]=1.[H-].[Na+].[C:20]([NH:27][CH2:28][CH2:29][CH2:30][CH2:31]Br)([O:22][C:23]([CH3:26])([CH3:25])[CH3:24])=[O:21].CO, predict the reaction product. The product is: [C:23]([O:22][C:20](=[O:21])[NH:27][CH2:28][CH2:29][CH2:30][CH2:31][N:8]1[C:9]2[CH:10]=[CH:11][C:2]([Cl:1])=[CH:3][C:4]=2[C:5]23[O:17][CH2:16][CH2:15][CH:14]2[CH2:13][CH:6]3[C:7]1=[O:12])([CH3:26])([CH3:25])[CH3:24]. (6) Given the reactants Cl[C:2]1[CH:7]=[C:6]([N:8]2[CH:12]=[C:11]([C:13]#[C:14][C:15]3[CH:20]=[CH:19][CH:18]=[C:17]([Cl:21])[CH:16]=3)[N:10]=[C:9]2[CH3:22])[CH:5]=[CH:4][N:3]=1.[OH-:23].[K+], predict the reaction product. The product is: [Cl:21][C:17]1[CH:16]=[C:15]([C:14]#[C:13][C:11]2[N:10]=[C:9]([CH3:22])[N:8]([C:6]3[CH:5]=[CH:4][NH:3][C:2](=[O:23])[CH:7]=3)[CH:12]=2)[CH:20]=[CH:19][CH:18]=1. (7) Given the reactants [Cl:1][C:2]1[CH:7]=[CH:6][CH:5]=[CH:4][C:3]=1[C:8]1[CH:13]=[CH:12][C:11]([CH2:14][C:15]#[N:16])=[C:10]([CH3:17])[CH:9]=1.CN(C)P(N(C)C)(N(C)C)=O.C[Si](C)(C)[N-][Si](C)(C)C.[Li+].[Cl:39][C:40]1[CH:45]=[C:44]([CH3:46])[CH:43]=[C:42]([Cl:47])[C:41]=1[O:48][CH2:49][CH2:50][O:51][C:52]1[CH:57]=[CH:56][C:55]([CH2:58]I)=[CH:54][CH:53]=1.[NH4+].[Cl-], predict the reaction product. The product is: [Cl:1][C:2]1[CH:7]=[CH:6][CH:5]=[CH:4][C:3]=1[C:8]1[CH:13]=[CH:12][C:11]([CH:14]([CH2:58][C:55]2[CH:56]=[CH:57][C:52]([O:51][CH2:50][CH2:49][O:48][C:41]3[C:42]([Cl:47])=[CH:43][C:44]([CH3:46])=[CH:45][C:40]=3[Cl:39])=[CH:53][CH:54]=2)[C:15]#[N:16])=[C:10]([CH3:17])[CH:9]=1.